Dataset: TCR-epitope binding with 47,182 pairs between 192 epitopes and 23,139 TCRs. Task: Binary Classification. Given a T-cell receptor sequence (or CDR3 region) and an epitope sequence, predict whether binding occurs between them. (1) The epitope is TPRVTGGGAM. The TCR CDR3 sequence is CASRLGAAGSQPQHF. Result: 1 (the TCR binds to the epitope). (2) The epitope is FVDGVPFVV. The TCR CDR3 sequence is CASSGLAGLGNEQFF. Result: 1 (the TCR binds to the epitope). (3) The epitope is TLDSKTQSL. The TCR CDR3 sequence is CAISDPDRVRFTEAFF. Result: 1 (the TCR binds to the epitope). (4) The epitope is ALSKGVHFV. The TCR CDR3 sequence is CASSQDWRETGTGELFF. Result: 1 (the TCR binds to the epitope). (5) The epitope is ELAGIGILTV. The TCR CDR3 sequence is CATALGDSYEQYF. Result: 1 (the TCR binds to the epitope). (6) The epitope is IPRRNVATL. The TCR CDR3 sequence is CSVEGVYRAETQYF. Result: 0 (the TCR does not bind to the epitope).